This data is from Reaction yield outcomes from USPTO patents with 853,638 reactions. The task is: Predict the reaction yield, written as a fraction of the theoretical maximum amount of product (1.0 means a 100% yield; for example, 0.34 means a 34% yield). (1) The yield is 0.500. The product is [O:39]([CH2:46][CH2:47][O:19][C:18]([C:16]1[S:17][C:11]2[N:10]([CH3:21])[C:9](=[O:22])[N:8]([CH2:1][C:2]3[CH:7]=[CH:6][CH:5]=[CH:4][CH:3]=3)[C:13](=[O:14])[C:12]=2[CH:15]=1)=[O:20])[C:40]1[CH:45]=[CH:44][CH:43]=[CH:42][CH:41]=1. The reactants are [CH2:1]([N:8]1[C:13](=[O:14])[C:12]2[CH:15]=[C:16]([C:18]([OH:20])=[O:19])[S:17][C:11]=2[N:10]([CH3:21])[C:9]1=[O:22])[C:2]1[CH:7]=[CH:6][CH:5]=[CH:4][CH:3]=1.C(N(CC)CC)C.[I+].ClC1C=CC=C[N+]=1C.[O:39]([CH2:46][CH2:47]O)[C:40]1[CH:45]=[CH:44][CH:43]=[CH:42][CH:41]=1. The catalyst is ClCCl. (2) The reactants are Cl.[Br:2][C:3]1[CH:4]=[C:5]2[C:9](=[CH:10][CH:11]=1)[CH2:8][C:7]1([CH2:16][CH2:15][C:14]([F:18])([F:17])[CH2:13][CH2:12]1)[C:6]2=[N:19]S(C(C)(C)C)=O.CCOCC. The catalyst is O1CCOCC1. The product is [Br:2][C:3]1[CH:4]=[C:5]2[C:9]([CH2:8][C:7]3([CH2:12][CH2:13][C:14]([F:17])([F:18])[CH2:15][CH2:16]3)[C:6]2=[NH:19])=[CH:10][CH:11]=1. The yield is 0.990.